This data is from Peptide-MHC class I binding affinity with 185,985 pairs from IEDB/IMGT. The task is: Regression. Given a peptide amino acid sequence and an MHC pseudo amino acid sequence, predict their binding affinity value. This is MHC class I binding data. (1) The peptide sequence is NIYRRWIQL. The MHC is Mamu-B03 with pseudo-sequence Mamu-B03. The binding affinity (normalized) is 0.373. (2) The peptide sequence is AEVVKLPSRY. The MHC is HLA-B45:01 with pseudo-sequence HLA-B45:01. The binding affinity (normalized) is 0.150. (3) The peptide sequence is FPVRPQVPL. The MHC is HLA-A03:01 with pseudo-sequence HLA-A03:01. The binding affinity (normalized) is 0. (4) The peptide sequence is PVIVVPVIDR. The MHC is HLA-A31:01 with pseudo-sequence HLA-A31:01. The binding affinity (normalized) is 0.123.